Dataset: Forward reaction prediction with 1.9M reactions from USPTO patents (1976-2016). Task: Predict the product of the given reaction. Given the reactants [CH3:1][O:2][C:3]1[CH:4]=[C:5](B(O)O)[CH:6]=[CH:7][CH:8]=1.[CH2:12]([O:14][C:15]([CH:17]1[CH2:22][CH2:21][N:20]([C:23]2[CH:28]=[CH:27][C:26]([C:29](=[O:44])[NH:30][C:31]3[CH:36]=[CH:35][C:34](C4C=CC=CC=4)=[C:33]([CH3:43])[CH:32]=3)=[CH:25][N:24]=2)[CH2:19][CH2:18]1)=[O:16])[CH3:13], predict the reaction product. The product is: [CH2:12]([O:14][C:15]([CH:17]1[CH2:18][CH2:19][N:20]([C:23]2[CH:28]=[CH:27][C:26]([C:29](=[O:44])[NH:30][C:31]3[CH:36]=[CH:35][C:34]([C:5]4[CH:6]=[CH:7][CH:8]=[C:3]([O:2][CH3:1])[CH:4]=4)=[C:33]([CH3:43])[CH:32]=3)=[CH:25][N:24]=2)[CH2:21][CH2:22]1)=[O:16])[CH3:13].